Dataset: Catalyst prediction with 721,799 reactions and 888 catalyst types from USPTO. Task: Predict which catalyst facilitates the given reaction. (1) Reactant: [N:1]([C:4]1[CH:9]=[CH:8][CH:7]=[C:6]([C:10]([F:13])([F:12])[F:11])[CH:5]=1)=[C:2]=[O:3].[CH3:14][C:15]1[CH:21]=[CH:20][C:18]([NH2:19])=[CH:17][C:16]=1[C:22]1[CH:30]=[C:29]2[C:25]([C:26]3[CH:34]=[N:33][CH:32]=[N:31][C:27]=3[NH:28]2)=[CH:24][CH:23]=1.CCN(C(C)C)C(C)C. Product: [CH3:14][C:15]1[CH:21]=[CH:20][C:18]([NH:19][C:2]([NH:1][C:4]2[CH:9]=[CH:8][CH:7]=[C:6]([C:10]([F:11])([F:12])[F:13])[CH:5]=2)=[O:3])=[CH:17][C:16]=1[C:22]1[CH:30]=[C:29]2[C:25]([C:26]3[CH:34]=[N:33][CH:32]=[N:31][C:27]=3[NH:28]2)=[CH:24][CH:23]=1. The catalyst class is: 36. (2) Reactant: [OH-].[Li+].[CH3:3][O:4][C:5]1[CH:6]=[C:7]([CH:10]=[CH:11][C:12]=1[N:13]1[CH:17]=[C:16]([CH3:18])[N:15]=[CH:14]1)[CH:8]=O.[F:19][C:20]1[CH:25]=[CH:24][C:23]([F:26])=[CH:22][C:21]=1[C@H:27]1[N:35]2[C@@H:30]([CH2:31][CH2:32][CH:33](P(=O)(OCC)OCC)[C:34]2=[O:36])[CH2:29][CH2:28]1.C(O)C. Product: [F:19][C:20]1[CH:25]=[CH:24][C:23]([F:26])=[CH:22][C:21]=1[C@H:27]1[N:35]2[C@@H:30]([CH2:31][CH2:32]/[C:33](=[CH:8]\[C:7]3[CH:10]=[CH:11][C:12]([N:13]4[CH:17]=[C:16]([CH3:18])[N:15]=[CH:14]4)=[C:5]([O:4][CH3:3])[CH:6]=3)/[C:34]2=[O:36])[CH2:29][CH2:28]1. The catalyst class is: 7. (3) Reactant: C([Li])CCC.C(OC(=O)NC1C=CN=C(Cl)C=1C)(C)(C)C.C(OC(N1CCC(C(=O)NCOC)CC1)=O)(C)(C)C.C(OC([N:48]1[CH2:53][CH2:52][CH:51]([C:54](=O)[CH2:55][C:56]2[C:57]([Cl:70])=[N:58][CH:59]=[CH:60][C:61]=2[NH:62]C(OC(C)(C)C)=O)[CH2:50][CH2:49]1)=O)(C)(C)C.C(OC(N1C2C=CN=C(Cl)C=2CC1(C1CCN(C(OC(C)(C)C)=O)CC1)O)=O)(C)(C)C.FC(F)(F)C(O)=O. Product: [Cl:70][C:57]1[C:56]2[CH:55]=[C:54]([CH:51]3[CH2:52][CH2:53][NH:48][CH2:49][CH2:50]3)[NH:62][C:61]=2[CH:60]=[CH:59][N:58]=1. The catalyst class is: 76. (4) Reactant: C([O:8][C:9]1[CH:14]=[CH:13][C:12]([O:15][C:16]2[C:21]([CH3:22])=[CH:20][C:19]([N+:23]([O-])=O)=[CH:18][C:17]=2[CH3:26])=[CH:11][C:10]=1[S:27]([NH:30][CH2:31][C:32]([CH3:35])([CH3:34])[CH3:33])(=[O:29])=[O:28])C1C=CC=CC=1. Product: [NH2:23][C:19]1[CH:20]=[C:21]([CH3:22])[C:16]([O:15][C:12]2[CH:13]=[CH:14][C:9]([OH:8])=[C:10]([S:27]([NH:30][CH2:31][C:32]([CH3:35])([CH3:34])[CH3:33])(=[O:29])=[O:28])[CH:11]=2)=[C:17]([CH3:26])[CH:18]=1. The catalyst class is: 354. (5) Reactant: Br[C:2]1[CH:10]=[C:9]([C:11]([OH:13])=[O:12])[C:8]([O:14][CH3:15])=[CH:7][C:3]=1[C:4]([OH:6])=[O:5].[CH:16]1[C:28]2[NH:27][C:26]3[C:21](=[CH:22][CH:23]=[CH:24][CH:25]=3)[C:20]=2[CH:19]=[CH:18][CH:17]=1.C([O-])([O-])=O.[K+].[K+].Cl. Product: [CH:25]1[C:26]2[N:27]([C:2]3[CH:10]=[C:9]([C:11]([OH:13])=[O:12])[C:8]([O:14][CH3:15])=[CH:7][C:3]=3[C:4]([OH:6])=[O:5])[C:28]3[C:20](=[CH:19][CH:18]=[CH:17][CH:16]=3)[C:21]=2[CH:22]=[CH:23][CH:24]=1. The catalyst class is: 3.